This data is from NCI-60 drug combinations with 297,098 pairs across 59 cell lines. The task is: Regression. Given two drug SMILES strings and cell line genomic features, predict the synergy score measuring deviation from expected non-interaction effect. (1) Drug 1: CCC1=CC2CC(C3=C(CN(C2)C1)C4=CC=CC=C4N3)(C5=C(C=C6C(=C5)C78CCN9C7C(C=CC9)(C(C(C8N6C)(C(=O)OC)O)OC(=O)C)CC)OC)C(=O)OC.C(C(C(=O)O)O)(C(=O)O)O. Synergy scores: CSS=42.5, Synergy_ZIP=-1.67, Synergy_Bliss=-0.436, Synergy_Loewe=-0.282, Synergy_HSA=1.46. Cell line: OVCAR-8. Drug 2: C1CN1P(=S)(N2CC2)N3CC3. (2) Synergy scores: CSS=39.9, Synergy_ZIP=6.50, Synergy_Bliss=7.32, Synergy_Loewe=6.09, Synergy_HSA=7.56. Drug 2: CC1C(C(CC(O1)OC2CC(CC3=C2C(=C4C(=C3O)C(=O)C5=CC=CC=C5C4=O)O)(C(=O)C)O)N)O. Cell line: KM12. Drug 1: CCC1(CC2CC(C3=C(CCN(C2)C1)C4=CC=CC=C4N3)(C5=C(C=C6C(=C5)C78CCN9C7C(C=CC9)(C(C(C8N6C=O)(C(=O)OC)O)OC(=O)C)CC)OC)C(=O)OC)O.OS(=O)(=O)O. (3) Drug 1: CC12CCC(CC1=CCC3C2CCC4(C3CC=C4C5=CN=CC=C5)C)O. Drug 2: CC(C)(C#N)C1=CC(=CC(=C1)CN2C=NC=N2)C(C)(C)C#N. Cell line: MOLT-4. Synergy scores: CSS=3.37, Synergy_ZIP=-1.10, Synergy_Bliss=3.83, Synergy_Loewe=2.19, Synergy_HSA=2.19.